From a dataset of CYP2C9 inhibition data for predicting drug metabolism from PubChem BioAssay. Regression/Classification. Given a drug SMILES string, predict its absorption, distribution, metabolism, or excretion properties. Task type varies by dataset: regression for continuous measurements (e.g., permeability, clearance, half-life) or binary classification for categorical outcomes (e.g., BBB penetration, CYP inhibition). Dataset: cyp2c9_veith. (1) The compound is N[C@@H](Cc1c[nH]c2ccc([N+](=O)[O-])cc12)C(=O)O. The result is 0 (non-inhibitor). (2) The molecule is O[C@@](CCN1CCCC1)(c1ccccc1)C1CCCCC1. The result is 0 (non-inhibitor). (3) The molecule is Cc1cnnn1-c1ccc(C(=O)CCl)cc1. The result is 0 (non-inhibitor). (4) The molecule is Cc1cccc(C(=O)NC2CCN(C(=S)NCc3ccco3)CC2)c1. The result is 1 (inhibitor). (5) The compound is CC(=O)N[C@@H](CC(=O)O)C(=O)O. The result is 0 (non-inhibitor). (6) The compound is COc1ccc2[nH]cc(CCNc3ncnc4ccc(-c5ccc(C(=O)N(C)C)cc5)cc34)c2c1. The result is 1 (inhibitor).